This data is from Forward reaction prediction with 1.9M reactions from USPTO patents (1976-2016). The task is: Predict the product of the given reaction. Given the reactants [Cl:1][C:2]1[CH:3]=[C:4]([C:8]2[C:17]3[C:12](=[CH:13][CH:14]=[C:15]([C:18]([C:26]4[CH:27]=[N:28][CH:29]=[CH:30][CH:31]=4)([C:20]4[CH:21]=[N:22][CH:23]=[CH:24][CH:25]=4)[OH:19])[CH:16]=3)[N:11]=[C:10]([O:32]C)[CH:9]=2)[CH:5]=[CH:6][CH:7]=1.Cl.[CH2:35]1COCC1, predict the reaction product. The product is: [Cl:1][C:2]1[CH:3]=[C:4]([C:8]2[C:17]3[C:12](=[CH:13][CH:14]=[C:15]([C:18]([OH:19])([C:26]4[CH:27]=[N:28][CH:29]=[CH:30][CH:31]=4)[C:20]4[CH:21]=[N:22][CH:23]=[CH:24][CH:25]=4)[CH:16]=3)[N:11]([CH3:35])[C:10](=[O:32])[CH:9]=2)[CH:5]=[CH:6][CH:7]=1.